From a dataset of Reaction yield outcomes from USPTO patents with 853,638 reactions. Predict the reaction yield, written as a fraction of the theoretical maximum amount of product (1.0 means a 100% yield; for example, 0.34 means a 34% yield). (1) The reactants are C(O[K])(C)(C)C.[CH2:7]([O:9][C:10]([CH2:12][CH2:13][N:14]1[CH2:19][CH2:18][CH2:17][CH:16]([C:20]([O:22]CC)=O)[CH2:15]1)=[O:11])[CH3:8].CCO. The catalyst is C1(C)C=CC=CC=1. The product is [CH2:7]([O:9][C:10]([C:12]1[CH2:13][N:14]2[CH2:15][CH:16]([C:20]=1[OH:22])[CH2:17][CH2:18][CH2:19]2)=[O:11])[CH3:8]. The yield is 0.400. (2) The reactants are [C:1]([C:4]1[CH:5]=[CH:6][C:7]2[C:16]3[C:11](=[CH:12][C:13]([O:17][CH3:18])=[CH:14][CH:15]=3)[O:10][C:9](=[O:19])[C:8]=2[CH:20]=1)(=[O:3])[CH3:2].[CH2:21](O)[CH2:22][OH:23].C1(C)C=CC(S(O)(=O)=O)=CC=1. The catalyst is C1C=CC=CC=1. The product is [CH3:18][O:17][C:13]1[CH:12]=[C:11]2[C:16]([C:7]3[CH:6]=[CH:5][C:4]([C:1]4([CH3:2])[O:23][CH2:22][CH2:21][O:3]4)=[CH:20][C:8]=3[C:9](=[O:19])[O:10]2)=[CH:15][CH:14]=1. The yield is 0.600. (3) The reactants are [C:1]([O:5][C:6]([C:8]1[C:27]([F:28])=[CH:26][C:11]([O:12][C@@H:13]2[CH2:18][CH2:17][CH2:16][N:15]([C:19]([O:21][C:22]([CH3:25])([CH3:24])[CH3:23])=[O:20])[CH2:14]2)=[C:10](Cl)[CH:9]=1)=[O:7])([CH3:4])([CH3:3])[CH3:2].[CH:30]1(B(O)O)[CH2:32][CH2:31]1.[O-]P([O-])([O-])=O.[K+].[K+].[K+].F[B-](F)(F)F.C1([PH+](C2CCCCC2)C2CCCCC2)CCCCC1. The catalyst is C1(C)C=CC=CC=1.O.C([O-])(=O)C.[Pd+2].C([O-])(=O)C. The product is [C:1]([O:5][C:6]([C:8]1[C:27]([F:28])=[CH:26][C:11]([O:12][C@@H:13]2[CH2:18][CH2:17][CH2:16][N:15]([C:19]([O:21][C:22]([CH3:25])([CH3:24])[CH3:23])=[O:20])[CH2:14]2)=[C:10]([CH:30]2[CH2:32][CH2:31]2)[CH:9]=1)=[O:7])([CH3:4])([CH3:3])[CH3:2]. The yield is 0.750. (4) The reactants are [CH3:1][C:2]1[C:3]([NH:7][C:8]2[N:13]3[N:14]=[CH:15][C:16]([C:17]([OH:19])=O)=[C:12]3[N:11]=[CH:10][C:9]=2[C:20]([N:22]2[CH2:27][CH2:26][CH:25]([C:28]3[CH:33]=[CH:32][CH:31]=[CH:30][CH:29]=3)[CH2:24][CH2:23]2)=[O:21])=[CH:4][S:5][CH:6]=1.[CH:34]1([S:37]([NH2:40])(=[O:39])=[O:38])[CH2:36][CH2:35]1. No catalyst specified. The product is [CH3:1][C:2]1[C:3]([NH:7][C:8]2[N:13]3[N:14]=[CH:15][C:16]([C:17]([NH:40][S:37]([CH:34]4[CH2:36][CH2:35]4)(=[O:39])=[O:38])=[O:19])=[C:12]3[N:11]=[CH:10][C:9]=2[C:20]([N:22]2[CH2:27][CH2:26][CH:25]([C:28]3[CH:33]=[CH:32][CH:31]=[CH:30][CH:29]=3)[CH2:24][CH2:23]2)=[O:21])=[CH:4][S:5][CH:6]=1. The yield is 0.0800. (5) The reactants are [C:1]([O:5][C:6]([N:8]1[C:12]2[CH:13]=[CH:14][CH:15]=[CH:16][C:11]=2[N:10]=[C:9]1Cl)=[O:7])([CH3:4])([CH3:3])[CH3:2].[N:18]12[CH2:26][CH2:25][CH:22]([CH2:23][CH2:24]1)[NH:21][CH2:20][CH2:19]2.C1(P(C2C=CC=CC=2)C2C=CC3C(=CC=CC=3)C=2C2C3C(=CC=CC=3)C=CC=2P(C2C=CC=CC=2)C2C=CC=CC=2)C=CC=CC=1.CC(C)([O-])C.[Na+]. The catalyst is C1C=CC(/C=C/C(/C=C/C2C=CC=CC=2)=O)=CC=1.C1C=CC(/C=C/C(/C=C/C2C=CC=CC=2)=O)=CC=1.C1C=CC(/C=C/C(/C=C/C2C=CC=CC=2)=O)=CC=1.[Pd].[Pd].C1(C)C=CC=CC=1. The product is [C:1]([O:5][C:6]([N:8]1[C:12]2[CH:13]=[CH:14][CH:15]=[CH:16][C:11]=2[N:10]=[C:9]1[N:21]1[CH:22]2[CH2:25][CH2:26][N:18]([CH2:24][CH2:23]2)[CH2:19][CH2:20]1)=[O:7])([CH3:4])([CH3:3])[CH3:2]. The yield is 0.340. (6) The reactants are [C:1]([C:4]1[CH:9]=[C:8]([N+:10]([O-:12])=[O:11])[CH:7]=[CH:6][C:5]=1[NH:13][C:14]([C:16]1[CH:21]=[N:20][CH:19]=[CH:18][N:17]=1)=O)(=[O:3])[NH2:2].[OH-].[Na+]. The catalyst is CCO. The product is [N+:10]([C:8]1[CH:9]=[C:4]2[C:5](=[CH:6][CH:7]=1)[N:13]=[C:14]([C:16]1[CH:21]=[N:20][CH:19]=[CH:18][N:17]=1)[NH:2][C:1]2=[O:3])([O-:12])=[O:11]. The yield is 0.880. (7) The reactants are [NH2:1][C:2]1[CH:3]=[C:4]([S:8]([NH2:11])(=[O:10])=[O:9])[CH:5]=[CH:6][CH:7]=1.N1C=CC=CC=1.[Cl:18][C:19]1[C:20]([C:29](Cl)=[O:30])=[N:21][C:22]2[C:27]([N:28]=1)=[CH:26][CH:25]=[CH:24][CH:23]=2.O. The catalyst is ClCCl. The product is [Cl:18][C:19]1[C:20]([C:29]([NH:1][C:2]2[CH:7]=[CH:6][CH:5]=[C:4]([S:8](=[O:9])(=[O:10])[NH2:11])[CH:3]=2)=[O:30])=[N:21][C:22]2[C:27]([N:28]=1)=[CH:26][CH:25]=[CH:24][CH:23]=2. The yield is 0.740.